Dataset: Catalyst prediction with 721,799 reactions and 888 catalyst types from USPTO. Task: Predict which catalyst facilitates the given reaction. The catalyst class is: 13. Product: [C:17]1([S:23]([O-:26])(=[O:25])=[O:24])[CH:22]=[CH:21][CH:20]=[CH:19][CH:18]=1.[C:15]([CH2:14][N+:7]([CH2:8][CH2:9][CH2:10][CH2:11][CH2:12][CH3:13])([CH2:1][CH2:2][CH2:3][CH2:4][CH2:5][CH3:6])[CH3:17])#[N:16]. Reactant: [CH2:1]([N:7]([CH2:14][C:15]#[N:16])[CH2:8][CH2:9][CH2:10][CH2:11][CH2:12][CH3:13])[CH2:2][CH2:3][CH2:4][CH2:5][CH3:6].[C:17]1([S:23]([O:26]C)(=[O:25])=[O:24])[CH:22]=[CH:21][CH:20]=[CH:19][CH:18]=1.